From a dataset of Catalyst prediction with 721,799 reactions and 888 catalyst types from USPTO. Predict which catalyst facilitates the given reaction. (1) Reactant: [S-:1][C:2]#[N:3].[Na+].[CH2:5]([N:7]([CH2:11][CH3:12])[C:8](Cl)=[O:9])[CH3:6]. Product: [CH2:5]([N:7]([CH2:11][CH3:12])[C:8]([S:1][C:2]#[N:3])=[O:9])[CH3:6]. The catalyst class is: 10. (2) Reactant: [CH3:1][NH:2][CH:3]1[CH2:16][C:15]2[C:6]([CH3:25])([CH:7]3[CH:12]([CH2:13][CH:14]=2)[CH:11]2[CH2:17][CH2:18][CH:19]4[CH:20]([CH3:24])[N:21]([CH3:23])[CH2:22][C:10]24[CH2:9][CH2:8]3)[CH2:5][CH2:4]1.[CH3:26][O:27][CH:28]([CH2:32][CH2:33][CH2:34][CH3:35])[C:29](O)=[O:30].Cl.CN(C)CCCN=C=NCC.ON1C2C=CC=CC=2N=N1. Product: [CH3:1][N:2]([CH:3]1[CH2:16][C:15]2[C:6]([CH3:25])([CH:7]3[CH:12]([CH2:13][CH:14]=2)[CH:11]2[CH2:17][CH2:18][CH:19]4[CH:20]([CH3:24])[N:21]([CH3:23])[CH2:22][C:10]24[CH2:9][CH2:8]3)[CH2:5][CH2:4]1)[C:29](=[O:30])[CH:28]([O:27][CH3:26])[CH2:32][CH2:33][CH2:34][CH3:35]. The catalyst class is: 4. (3) Reactant: [NH2:1][C:2]1[S:3][C:4]([C:12]2[CH:17]=[CH:16][CH:15]=[CH:14][CH:13]=2)=[CH:5][C:6]=1[C:7]([O:9][CH2:10][CH3:11])=[O:8].[C:18]1(B(O)O)[CH:23]=[CH:22][CH:21]=[CH:20][CH:19]=1.C(N(CC)CC)C. Product: [NH:1]([C:2]1[S:3][C:4]([C:12]2[CH:17]=[CH:16][CH:15]=[CH:14][CH:13]=2)=[CH:5][C:6]=1[C:7]([O:9][CH2:10][CH3:11])=[O:8])[C:18]1[CH:23]=[CH:22][CH:21]=[CH:20][CH:19]=1. The catalyst class is: 732. (4) Reactant: [F:1][C:2]1[CH:7]=[CH:6][C:5]([C:8]2[N:12]([CH3:13])[C:11]([C:14]3[CH:19]=[CH:18][CH:17]=[CH:16][CH:15]=3)=[N+:10]([O-])[C:9]=2[C:21]2[CH:26]=[CH:25][NH:24][C:23](=[O:27])[CH:22]=2)=[CH:4][CH:3]=1.P(Cl)(Cl)Cl. Product: [F:1][C:2]1[CH:7]=[CH:6][C:5]([C:8]2[N:12]([CH3:13])[C:11]([C:14]3[CH:19]=[CH:18][CH:17]=[CH:16][CH:15]=3)=[N:10][C:9]=2[C:21]2[CH:26]=[CH:25][NH:24][C:23](=[O:27])[CH:22]=2)=[CH:4][CH:3]=1. The catalyst class is: 22. (5) Reactant: C(OC([NH:8][C@@H:9]([CH2:39][C:40]1[CH:45]=[CH:44][C:43]([O:46][S:47]([CH3:50])(=[O:49])=[O:48])=[CH:42][CH:41]=1)[C:10]([O:12][C@H:13]([C:24]1[CH:29]=[CH:28][C:27]([O:30][CH:31]([F:33])[F:32])=[C:26]([O:34][CH2:35][CH:36]2[CH2:38][CH2:37]2)[CH:25]=1)[CH2:14][C:15]1[C:20]([Cl:21])=[CH:19][N+:18]([O-:22])=[CH:17][C:16]=1[Cl:23])=[O:11])=O)(C)(C)C.Cl. Product: [ClH:21].[NH2:8][C@@H:9]([CH2:39][C:40]1[CH:41]=[CH:42][C:43]([O:46][S:47]([CH3:50])(=[O:48])=[O:49])=[CH:44][CH:45]=1)[C:10]([O:12][C@H:13]([C:24]1[CH:29]=[CH:28][C:27]([O:30][CH:31]([F:33])[F:32])=[C:26]([O:34][CH2:35][CH:36]2[CH2:38][CH2:37]2)[CH:25]=1)[CH2:14][C:15]1[C:16]([Cl:23])=[CH:17][N+:18]([O-:22])=[CH:19][C:20]=1[Cl:21])=[O:11]. The catalyst class is: 25. (6) Reactant: [SH:1][CH2:2][CH2:3][CH2:4][C:5]1[CH:15]=[CH:14][C:8]([C:9]([O:11][CH2:12][CH3:13])=[O:10])=[CH:7][CH:6]=1.[BH4-].I[C:18]1[CH:19]=[C:20]2[C:24](=[CH:25][CH:26]=1)[N:23]([CH2:27][CH2:28][CH2:29][CH2:30][CH2:31][CH3:32])[C:22](=[O:33])[C:21]2([O:36][CH3:37])[O:34][CH3:35]. Product: [CH3:35][O:34][C:21]1([O:36][CH3:37])[C:20]2[C:24](=[CH:25][CH:26]=[C:18]([S:1][CH2:2][CH2:3][CH2:4][C:5]3[CH:15]=[CH:14][C:8]([C:9]([O:11][CH2:12][CH3:13])=[O:10])=[CH:7][CH:6]=3)[CH:19]=2)[N:23]([CH2:27][CH2:28][CH2:29][CH2:30][CH2:31][CH3:32])[C:22]1=[O:33]. The catalyst class is: 214. (7) Reactant: [Cl:1][C:2]1[CH:7]=[C:6]([Cl:8])[N:5]=[CH:4][N:3]=1.[Cl:9][C:10]1[CH:16]=[CH:15][C:13]([NH2:14])=[CH:12][CH:11]=1.Cl. Product: [ClH:1].[Cl:8][C:6]1[N:5]=[CH:4][N:3]=[C:2]([NH:14][C:13]2[CH:15]=[CH:16][C:10]([Cl:9])=[CH:11][CH:12]=2)[CH:7]=1. The catalyst class is: 41.